Dataset: Forward reaction prediction with 1.9M reactions from USPTO patents (1976-2016). Task: Predict the product of the given reaction. (1) Given the reactants Br[C:2]1[CH:7]=[CH:6][C:5]([CH2:8][CH:9]([NH:11][C:12](=[O:14])[CH3:13])[CH3:10])=[CH:4][CH:3]=1.CNCCNC.[Na+].[I-:22], predict the reaction product. The product is: [I:22][C:2]1[CH:7]=[CH:6][C:5]([CH2:8][CH:9]([NH:11][C:12](=[O:14])[CH3:13])[CH3:10])=[CH:4][CH:3]=1. (2) Given the reactants [CH2:1]1[C:14]2[C:13]3[CH:12]=[CH:11][CH:10]=[CH:9][C:8]=3[NH:7][C:6]=2[CH:5]([C:15]([O:17]CC)=O)[CH2:4][NH:3][CH2:2]1.Cl.[CH3:21][NH2:22].CN, predict the reaction product. The product is: [CH3:21][NH:22][C:15]([CH:5]1[C:6]2[NH:7][C:8]3[CH:9]=[CH:10][CH:11]=[CH:12][C:13]=3[C:14]=2[CH2:1][CH2:2][NH:3][CH2:4]1)=[O:17]. (3) Given the reactants [F:1][CH:2]([F:35])[C:3]1[N:7]([C:8]2[N:13]=[C:12]3[N:14]([CH:17]4[CH2:22][CH2:21][NH:20][CH2:19][CH2:18]4)[N:15]=[CH:16][C:11]3=[C:10]([N:23]3[CH2:28][CH2:27][O:26][CH2:25][CH2:24]3)[N:9]=2)[C:6]2[CH:29]=[CH:30][CH:31]=[C:32]([O:33][CH3:34])[C:5]=2[N:4]=1.CCN(C(C)C)C(C)C.Cl[CH2:46][CH2:47][S:48](Cl)(=[O:50])=[O:49].O, predict the reaction product. The product is: [F:35][CH:2]([F:1])[C:3]1[N:7]([C:8]2[N:13]=[C:12]3[N:14]([CH:17]4[CH2:22][CH2:21][N:20]([S:48]([CH:47]=[CH2:46])(=[O:50])=[O:49])[CH2:19][CH2:18]4)[N:15]=[CH:16][C:11]3=[C:10]([N:23]3[CH2:24][CH2:25][O:26][CH2:27][CH2:28]3)[N:9]=2)[C:6]2[CH:29]=[CH:30][CH:31]=[C:32]([O:33][CH3:34])[C:5]=2[N:4]=1. (4) Given the reactants C(OC([N:8]1[CH2:12][CH2:11][C@H:10]([OH:13])[CH2:9]1)=O)(C)(C)C.[NH2:14][C:15]1[C:24]2[C:19](=[CH:20][C:21](O)=[CH:22][CH:23]=2)[CH:18]=[CH:17][N:16]=1, predict the reaction product. The product is: [NH:8]1[CH2:12][CH2:11][C@H:10]([O:13][C:21]2[CH:20]=[C:19]3[C:24](=[CH:23][CH:22]=2)[C:15]([NH2:14])=[N:16][CH:17]=[CH:18]3)[CH2:9]1. (5) Given the reactants [OH:1][CH2:2][C:3]1[C:4]([CH:10]2[CH2:15][CH2:14][N:13]([C:16]([O:18]C(C)(C)C)=[O:17])[CH2:12][CH2:11]2)=[N:5][C:6]([CH3:9])=[N:7][CH:8]=1.[CH3:23]CN(CC)CC.[CH3:30][S:31](Cl)(=[O:33])=[O:32].[CH2:35]1[CH2:39][O:38]C[CH2:36]1, predict the reaction product. The product is: [C:35]([CH:12]1[CH2:11][CH:10]([C:4]2[C:3]([CH2:2][O:1][S:31]([CH3:30])(=[O:33])=[O:32])=[CH:8][N:7]=[C:6]([CH3:9])[N:5]=2)[CH2:15][CH2:14][N:13]1[C:16]([OH:18])=[O:17])([CH3:36])([CH3:39])[CH3:23].[S:31]([OH:33])(=[O:38])(=[O:32])[CH3:30]. (6) Given the reactants C(OC([N:8]1[CH2:11][CH:10]([C:12]2[CH:17]=[CH:16][C:15]([C:18]3[CH2:22][C:21]([C:27]4[CH:32]=[C:31]([Cl:33])[CH:30]=[C:29]([Cl:34])[CH:28]=4)([C:23]([F:26])([F:25])[F:24])[O:20][N:19]=3)=[CH:14][CH:13]=2)[CH2:9]1)=O)(C)(C)C.Cl, predict the reaction product. The product is: [ClH:33].[NH:8]1[CH2:11][CH:10]([C:12]2[CH:17]=[CH:16][C:15]([C:18]3[CH2:22][C:21]([C:27]4[CH:28]=[C:29]([Cl:34])[CH:30]=[C:31]([Cl:33])[CH:32]=4)([C:23]([F:24])([F:25])[F:26])[O:20][N:19]=3)=[CH:14][CH:13]=2)[CH2:9]1.